This data is from Full USPTO retrosynthesis dataset with 1.9M reactions from patents (1976-2016). The task is: Predict the reactants needed to synthesize the given product. Given the product [CH2:1]([O:3][C:4]([C:6]1[N:14]([CH3:15])[C:13]2[C:12]([F:16])=[CH:11][N:10]=[CH:9][C:8]=2[C:7]=1[NH:17][C:20]1[CH:21]=[CH:22][C:23]([Si:25]([CH3:27])([CH3:26])[CH3:28])=[CH:24][C:19]=1[F:18])=[O:5])[CH3:2], predict the reactants needed to synthesize it. The reactants are: [CH2:1]([O:3][C:4]([C:6]1[N:14]([CH3:15])[C:13]2[C:12]([F:16])=[CH:11][N:10]=[CH:9][C:8]=2[C:7]=1[NH2:17])=[O:5])[CH3:2].[F:18][C:19]1[CH:24]=[C:23]([Si:25]([CH3:28])([CH3:27])[CH3:26])[CH:22]=[CH:21][C:20]=1OS(C(F)(F)F)(=O)=O.C([O-])([O-])=O.[Cs+].[Cs+].